Task: Predict which catalyst facilitates the given reaction.. Dataset: Catalyst prediction with 721,799 reactions and 888 catalyst types from USPTO (1) Reactant: CS(C)=O.FC(F)(F)C(OC(=O)C(F)(F)F)=O.[OH:18][CH:19]1[CH2:25][CH2:24][N:23]([C:26]([O:28][C:29]([CH3:32])([CH3:31])[CH3:30])=[O:27])[CH2:22][CH:21]([CH3:33])[CH2:20]1.C(N(CC)CC)C. Product: [CH3:33][CH:21]1[CH2:20][C:19](=[O:18])[CH2:25][CH2:24][N:23]([C:26]([O:28][C:29]([CH3:30])([CH3:32])[CH3:31])=[O:27])[CH2:22]1. The catalyst class is: 46. (2) The catalyst class is: 251. Product: [CH3:24][S:25]([O:20][C:14]1[CH:13]=[C:10]([C:11]#[N:12])[C:9]([Br:8])=[C:16]([C:17]#[N:18])[C:15]=1[O:19][S:25]([CH3:24])(=[O:27])=[O:26])(=[O:27])=[O:26]. Reactant: C(N(CC)CC)C.[Br:8][C:9]1[C:16]([C:17]#[N:18])=[C:15]([OH:19])[C:14]([OH:20])=[CH:13][C:10]=1[C:11]#[N:12].C(Cl)Cl.[CH3:24][S:25](Cl)(=[O:27])=[O:26]. (3) Reactant: Cl.[CH:2]1[C:11]2[C:6](=[CH:7][CH:8]=[CH:9][CH:10]=2)[CH:5]=[CH:4][C:3]=1[CH2:12][N:13]1[C:21]2[C:20](=[O:22])[NH:19][C:18]([NH2:23])=[N:17][C:16]=2[N:15]=[CH:14]1.[C:24]1([C:32]2[CH:37]=[CH:36][CH:35]=[CH:34][CH:33]=2)[CH:29]=[CH:28][C:27]([CH2:30]Cl)=[CH:26][CH:25]=1. Product: [NH2:23][C:18]1[N:17]([CH2:30][C:27]2[CH:28]=[CH:29][C:24]([C:32]3[CH:33]=[CH:34][CH:35]=[CH:36][CH:37]=3)=[CH:25][CH:26]=2)[C:16]2[N:15]=[CH:14][N:13]([CH2:12][C:3]3[CH:4]=[CH:5][C:6]4[C:11](=[CH:10][CH:9]=[CH:8][CH:7]=4)[CH:2]=3)[C:21]=2[C:20](=[O:22])[N:19]=1. The catalyst class is: 80. (4) Reactant: [Cl:1][C:2]1[CH:3]=[CH:4][C:5]2[O:9][C:8]([C:10]3[CH:11]=[CH:12][C:13]([NH:17][CH2:18][CH2:19][CH3:20])=[C:14]([CH:16]=3)[NH2:15])=[N:7][C:6]=2[CH:21]=1.Cl.[C:23](=N)(OC)[CH3:24].C(=O)([O-])O.[Na+]. Product: [Cl:1][C:2]1[CH:3]=[CH:4][C:5]2[O:9][C:8]([C:10]3[CH:11]=[CH:12][C:13]4[N:17]([CH2:18][CH2:19][CH3:20])[C:23]([CH3:24])=[N:15][C:14]=4[CH:16]=3)=[N:7][C:6]=2[CH:21]=1. The catalyst class is: 8. (5) Reactant: [Li+].[BH4-].[Br:3][C:4]1[CH:5]=[C:6]([CH:11]=[C:12]([O:14][Si:15]([C:18]([CH3:21])([CH3:20])[CH3:19])([CH3:17])[CH3:16])[CH:13]=1)[C:7](OC)=[O:8].CO.[NH4+].[Cl-]. Product: [Br:3][C:4]1[CH:5]=[C:6]([CH2:7][OH:8])[CH:11]=[C:12]([O:14][Si:15]([C:18]([CH3:19])([CH3:20])[CH3:21])([CH3:17])[CH3:16])[CH:13]=1. The catalyst class is: 1.